This data is from Cav3 T-type calcium channel HTS with 100,875 compounds. The task is: Binary Classification. Given a drug SMILES string, predict its activity (active/inactive) in a high-throughput screening assay against a specified biological target. (1) The compound is O1CC2C(C(C(N)=C(C2=CC1)C#N)(C#N)C#N)c1oc(cc1)C. The result is 0 (inactive). (2) The compound is O=c1nc(n(c(c1c1ccccc1)C)CC(OC)=O)C. The result is 0 (inactive). (3) The result is 0 (inactive). The drug is S=C(Nc1c(OC)cccc1)Nc1c(F)cccc1. (4) The molecule is s1c(NC(=O)CCCOc2c(ccc(c2)C)C)ncc1. The result is 1 (active). (5) The compound is s1c2CC(CCc2c(c1NC(=O)c1noc(c1)C)C#N)C. The result is 0 (inactive). (6) The drug is s1c2cc(Nc3nc(N4CCOCC4)nc(N4CCOCC4)n3)ccc2nc1SCC(=O)C. The result is 0 (inactive). (7) The drug is Clc1c(OC)cc(NC(=O)C2Oc3c(OC2)cccc3)c(OC)c1. The result is 1 (active). (8) The molecule is Clc1c(CN2CC34OC(C(C3C2=O)C(=O)N2CCN(CC2)c2cc(OC)ccc2)C=C4)cccc1. The result is 0 (inactive). (9) The drug is S(c1n(c(c2ccc(F)cc2)cn1)CC(=O)Nc1ccc(NC(=O)C)cc1)CC(=O)Nc1c(cccc1C)C. The result is 0 (inactive).